Dataset: Full USPTO retrosynthesis dataset with 1.9M reactions from patents (1976-2016). Task: Predict the reactants needed to synthesize the given product. (1) Given the product [CH:1]1([O:6][CH2:7][C:8]([O:10][CH3:11])=[O:9])[CH2:5][CH2:4][CH2:3][CH2:2]1, predict the reactants needed to synthesize it. The reactants are: [CH:1]1([O:6][CH2:7][C:8]([OH:10])=[O:9])[CH2:5][CH2:4][CH2:3][CH2:2]1.[C:11]1(C)C=CC(S(O)(=O)=O)=CC=1.CO. (2) Given the product [Cl:1][C:2]1[CH:7]=[CH:6][C:5](/[CH:8]=[CH:9]/[C:10]([N:54]2[CH2:55][CH2:56][N:51]([C:57]3[N:58]=[CH:59][CH:60]=[CH:61][N:62]=3)[CH2:52][CH2:53]2)=[O:12])=[C:4]([CH2:13][N:14]2[N:18]=[N:17][C:16]([CH3:19])=[N:15]2)[CH:3]=1, predict the reactants needed to synthesize it. The reactants are: [Cl:1][C:2]1[CH:7]=[CH:6][C:5](/[CH:8]=[CH:9]/[C:10]([OH:12])=O)=[C:4]([CH2:13][N:14]2[N:18]=[N:17][C:16]([CH3:19])=[N:15]2)[CH:3]=1.CN(C(ON1N=NC2C=CC=NC1=2)=[N+](C)C)C.F[P-](F)(F)(F)(F)F.C(N(CC)CC)C.[N:51]1([C:57]2[N:62]=[CH:61][CH:60]=[CH:59][N:58]=2)[CH2:56][CH2:55][NH:54][CH2:53][CH2:52]1. (3) Given the product [CH:11]([C:4]1[S:3][C:2]2[NH:1][C:15](=[O:17])[N:41]([CH2:40][CH2:39][N:33]3[CH2:38][CH2:37][O:36][CH2:35][CH2:34]3)[C:7](=[O:9])[C:6]=2[CH:5]=1)([CH3:13])[CH3:12], predict the reactants needed to synthesize it. The reactants are: [NH2:1][C:2]1[S:3][C:4]([CH:11]([CH3:13])[CH3:12])=[CH:5][C:6]=1[C:7]([O:9]C)=O.Cl[C:15](Cl)([O:17]C(=O)OC(Cl)(Cl)Cl)Cl.C(N(CC)CC)C.[N:33]1([CH2:39][CH2:40][NH2:41])[CH2:38][CH2:37][O:36][CH2:35][CH2:34]1. (4) The reactants are: [CH2:1]([C:3]1[C:4]([NH2:10])=[N:5][CH:6]=[C:7]([F:9])[CH:8]=1)[CH3:2].[Br:11][CH2:12][C:13](=[O:28])[CH2:14][C@@H:15]1[CH2:20][CH2:19][CH2:18][CH2:17][N:16]1[C:21]([O:23][C:24]([CH3:27])([CH3:26])[CH3:25])=[O:22]. Given the product [CH2:1]([C:3]1[C:4]2[N:5]([CH:12]=[C:13]([CH2:14][C@@H:15]3[CH2:20][CH2:19][CH2:18][CH2:17][NH:16]3)[N:10]=2)[CH:6]=[C:7]([F:9])[CH:8]=1)[CH3:2].[Br:11][CH2:12][C:13](=[O:28])[CH2:14][C@@H:15]1[CH2:20][CH2:19][CH2:18][CH2:17][N:16]1[C:21]([O:23][C:24]([CH3:26])([CH3:25])[CH3:27])=[O:22], predict the reactants needed to synthesize it. (5) The reactants are: Cl[C:2](Cl)([O:4][C:5](=[O:11])OC(Cl)(Cl)Cl)Cl.[NH2:13][C:14]1[CH:19]=[CH:18][C:17]([C:20]#[C:21][C:22]#[N:23])=[CH:16][CH:15]=1.[CH2:24](N(CC)CC)[CH3:25].C(O)C#C. Given the product [C:22]([C:21]#[C:20][C:17]1[CH:16]=[CH:15][C:14]([NH:13][C:5](=[O:11])[O:4][CH2:2][C:24]#[CH:25])=[CH:19][CH:18]=1)#[N:23], predict the reactants needed to synthesize it. (6) Given the product [C:8]([CH:1]([C:2]1[CH:7]=[CH:6][CH:5]=[CH:4][CH:3]=1)[CH2:22][CH:21]=[CH2:20])#[N:9], predict the reactants needed to synthesize it. The reactants are: [CH2:1]([C:8]#[N:9])[C:2]1[CH:7]=[CH:6][CH:5]=[CH:4][CH:3]=1.[Li+].C[Si]([N-][Si](C)(C)C)(C)C.[CH2:20](Br)[CH:21]=[CH2:22]. (7) Given the product [C:13]([NH:1][C@@H:2]([C:4]([OH:6])=[O:5])[CH3:3])([O:15][C:16]([CH3:19])([CH3:18])[CH3:17])=[O:14], predict the reactants needed to synthesize it. The reactants are: [NH2:1][C@@H:2]([C:4]([OH:6])=[O:5])[CH3:3].C(=O)([O-])[O-].[Na+].[Na+].[C:13](O[C:13]([O:15][C:16]([CH3:19])([CH3:18])[CH3:17])=[O:14])([O:15][C:16]([CH3:19])([CH3:18])[CH3:17])=[O:14]. (8) Given the product [N:49]1[CH:50]=[CH:51][C:46]([CH2:45][N:1]2[C:9]3[C:4](=[CH:5][CH:6]=[CH:7][CH:8]=3)[C:3]3([CH2:13][O:12][C:11]4[CH:14]=[C:15]5[C:19](=[CH:20][C:10]3=4)[CH2:18][CH2:17][O:16]5)[C:2]2=[O:21])=[N:47][CH:48]=1, predict the reactants needed to synthesize it. The reactants are: [NH:1]1[C:9]2[C:4](=[CH:5][CH:6]=[CH:7][CH:8]=2)[C:3]2([CH2:13][O:12][C:11]3[CH:14]=[C:15]4[C:19](=[CH:20][C:10]2=3)[CH2:18][CH2:17][O:16]4)[C:2]1=[O:21].CC1C2C=C3C4(C5C(=CC=CC=5)NC4=O)COC3=CC=2ON=1.Cl[CH2:45][C:46]1[CH:51]=[CH:50][N:49]=[CH:48][N:47]=1.BrCC1OC(C(F)(F)F)=CC=1. (9) Given the product [C:1]([O:4][CH2:5][C@@:6]([NH:40][C:41](=[O:43])[CH3:42])([CH3:39])[CH2:7][CH2:8][C:9]1[N:10]([CH3:38])[CH:11]=[CH:12][CH:13]=1)(=[O:3])[CH3:2], predict the reactants needed to synthesize it. The reactants are: [C:1]([O:4][CH2:5][C@@:6]([NH:40][C:41](=[O:43])[CH3:42])([CH3:39])[CH2:7][CH2:8][C:9]1[N:10]([CH3:38])[C:11](C(OC(=O)CCCC2C=CC(C)=CC=2)=CCCC2C=CC(C)=CC=2)=[CH:12][CH:13]=1)(=[O:3])[CH3:2].C(C1C=CC(CCCC(O)=O)=CC=1)(C)(C)C. (10) Given the product [F:21][C:16]1[CH:17]=[CH:18][CH:19]=[CH:20][C:15]=1[CH2:14][CH:11]1[CH2:10][CH2:9][NH:8][CH2:13][CH2:12]1, predict the reactants needed to synthesize it. The reactants are: C([N:8]1[CH2:13][CH2:12][CH:11]([CH2:14][C:15]2[CH:20]=[CH:19][CH:18]=[CH:17][C:16]=2[F:21])[CH2:10][CH2:9]1)C1C=CC=CC=1.[H][H].